From a dataset of Forward reaction prediction with 1.9M reactions from USPTO patents (1976-2016). Predict the product of the given reaction. (1) The product is: [F:30][C:31]([F:50])([F:49])[S:32]([O:28][C:23]1[CH:22]=[CH:21][C:20]([N:15]2[C:14](=[O:29])[C:13]3[C:8]([NH2:7])=[N:9][CH:10]=[N:11][C:12]=3[O:18][C@H:17]([CH3:19])[CH2:16]2)=[CH:27][C:24]=1[C:25]#[N:26])(=[O:34])=[O:33]. Given the reactants C(=O)([O-])[O-].[K+].[K+].[NH2:7][C:8]1[C:13]2[C:14](=[O:29])[N:15]([C:20]3[CH:21]=[CH:22][C:23]([OH:28])=[C:24]([CH:27]=3)[C:25]#[N:26])[CH2:16][C@@H:17]([CH3:19])[O:18][C:12]=2[N:11]=[CH:10][N:9]=1.[F:30][C:31]([F:50])([F:49])[S:32](N(C1C=CC=CC=1)[S:32]([C:31]([F:50])([F:49])[F:30])(=[O:34])=[O:33])(=[O:34])=[O:33], predict the reaction product. (2) Given the reactants [Cl:1][C:2]1[CH:7]=[C:6]([NH:8][C:9]2[CH:14]=[CH:13][CH:12]=[CH:11][C:10]=2Br)[CH:5]=[CH:4][C:3]=1[C:16]([C:18]1[CH:23]=[CH:22][CH:21]=[CH:20][C:19]=1[CH3:24])=[O:17].[F-].[Cs+].C([Sn](CCCC)(CCCC)/[CH:32]=[CH:33]/[CH2:34][OH:35])CCC, predict the reaction product. The product is: [Cl:1][C:2]1[CH:7]=[C:6]([NH:8][C:9]2[CH:14]=[CH:13][CH:12]=[CH:11][C:10]=2/[CH:32]=[CH:33]/[CH2:34][OH:35])[CH:5]=[CH:4][C:3]=1[C:16]([C:18]1[CH:23]=[CH:22][CH:21]=[CH:20][C:19]=1[CH3:24])=[O:17].